This data is from Forward reaction prediction with 1.9M reactions from USPTO patents (1976-2016). The task is: Predict the product of the given reaction. (1) Given the reactants [Cl:1][C:2]1[CH:3]=[C:4]([CH:9]=[CH:10][CH:11]=1)[C:5]([NH:7][NH2:8])=[O:6].[Br:12][CH:13]([CH3:24])[C:14](OCC)(OCC)OCC, predict the reaction product. The product is: [Br:12][CH:13]([C:24]1[O:6][C:5]([C:4]2[CH:9]=[CH:10][CH:11]=[C:2]([Cl:1])[CH:3]=2)=[N:7][N:8]=1)[CH3:14]. (2) Given the reactants [CH3:1][O:2][C:3]1[CH:12]=[C:11]2[C:6]([CH:7]=[CH:8][C:9](=[O:13])[NH:10]2)=[CH:5][CH:4]=1.C(OC([N:21]1[CH2:25][CH2:24][C@@H:23]([CH2:26]OS(C)(=O)=O)[CH2:22]1)=O)(C)(C)C, predict the reaction product. The product is: [CH3:1][O:2][C:3]1[CH:12]=[C:11]2[C:6]([CH:7]=[CH:8][C:9]([O:13][CH2:26][C@@H:23]3[CH2:24][CH2:25][NH:21][CH2:22]3)=[N:10]2)=[CH:5][CH:4]=1. (3) Given the reactants [F:1][C:2]1[CH:7]=[CH:6][C:5]([SH:8])=[CH:4][CH:3]=1.C(=O)([O-])[O-].[K+].[K+].Br[C:16]1[CH:23]=[CH:22][C:19]([CH:20]=[O:21])=[CH:18][CH:17]=1, predict the reaction product. The product is: [F:1][C:2]1[CH:7]=[CH:6][C:5]([S:8][C:16]2[CH:23]=[CH:22][C:19]([CH:20]=[O:21])=[CH:18][CH:17]=2)=[CH:4][CH:3]=1. (4) Given the reactants [C:1](Cl)(=[O:10])[CH:2]=[CH:3][C:4]1[CH:9]=[CH:8][CH:7]=[CH:6][CH:5]=1.[C:12]([C:16]1[CH:42]=[CH:41][C:19]([CH2:20][O:21][C:22]2[CH:23]=[C:24]([CH:38]=[CH:39][CH:40]=2)[C:25]([NH:27][C:28]2[CH:33]=[CH:32][CH:31]=[CH:30][C:29]=2[S:34](=[O:37])(=[O:36])[NH2:35])=[O:26])=[CH:18][CH:17]=1)([CH3:15])([CH3:14])[CH3:13], predict the reaction product. The product is: [C:12]([C:16]1[CH:42]=[CH:41][C:19]([CH2:20][O:21][C:22]2[CH:23]=[C:24]([CH:38]=[CH:39][CH:40]=2)[C:25]([NH:27][C:28]2[CH:33]=[CH:32][CH:31]=[CH:30][C:29]=2[S:34]([NH:35][C:1](=[O:10])[CH:2]=[CH:3][C:4]2[CH:9]=[CH:8][CH:7]=[CH:6][CH:5]=2)(=[O:36])=[O:37])=[O:26])=[CH:18][CH:17]=1)([CH3:15])([CH3:13])[CH3:14]. (5) Given the reactants C([N:8]1[CH2:13][CH2:12][O:11][CH:10]2[CH2:14][N:15]([C:17]3[CH:22]=[CH:21][C:20]([C:23]4[N:28](CC5C=CC(OC)=CC=5OC)[C:27](=[O:40])[C:26]([C:41]([OH:43])=[O:42])=[CH:25][C:24]=4[CH2:44][CH3:45])=[CH:19][CH:18]=3)[CH2:16][CH:9]12)C1C=CC=CC=1.C(O)(C(F)(F)F)=O.C(Cl)[Cl:54], predict the reaction product. The product is: [ClH:54].[CH2:44]([C:24]1[CH:25]=[C:26]([C:41]([OH:43])=[O:42])[C:27](=[O:40])[NH:28][C:23]=1[C:20]1[CH:21]=[CH:22][C:17]([N:15]2[CH2:16][CH:9]3[CH:10]([O:11][CH2:12][CH2:13][NH:8]3)[CH2:14]2)=[CH:18][CH:19]=1)[CH3:45]. (6) Given the reactants P([O:13][CH2:14][C@H:15]1[CH2:19][CH2:18][CH2:17][N:16]1[CH2:20][CH2:21][CH2:22][O:23][C:24]1[CH:33]=[C:32]2[C:27]([C:28]([NH:34][C:35]3[CH:39]=[C:38]([CH2:40][C:41]([NH:43][C:44]4[CH:49]=[CH:48][CH:47]=[C:46]([F:50])[CH:45]=4)=[O:42])[NH:37][N:36]=3)=[N:29][CH:30]=[N:31]2)=[CH:26][CH:25]=1)(OC(C)(C)C)(OC(C)(C)C)=O.N1CCC[C@@H]1CO, predict the reaction product. The product is: [F:50][C:46]1[CH:45]=[C:44]([NH:43][C:41](=[O:42])[CH2:40][C:38]2[NH:37][N:36]=[C:35]([NH:34][C:28]3[C:27]4[C:32](=[CH:33][C:24]([O:23][CH2:22][CH2:21][CH2:20][N:16]5[CH2:17][CH2:18][CH2:19][C@@H:15]5[CH2:14][OH:13])=[CH:25][CH:26]=4)[N:31]=[CH:30][N:29]=3)[CH:39]=2)[CH:49]=[CH:48][CH:47]=1. (7) The product is: [CH2:1]=[C:12]1[CH2:17][CH2:16][N:15]([C:18]2[CH:28]=[CH:27][C:21]([C:22]([O:24][CH2:25][CH3:26])=[O:23])=[CH:20][CH:19]=2)[CH2:14][CH2:13]1. Given the reactants [CH3:1][Si](C)(C)[N-][Si](C)(C)C.[Na+].O=[C:12]1[CH2:17][CH2:16][N:15]([C:18]2[CH:28]=[CH:27][C:21]([C:22]([O:24][CH2:25][CH3:26])=[O:23])=[CH:20][CH:19]=2)[CH2:14][CH2:13]1, predict the reaction product. (8) Given the reactants [Cl:1][C:2]1[CH:11]=[CH:10][C:9]2[C:4](=[C:5](OS(C(F)(F)F)(=O)=O)[N:6]=[CH:7][CH:8]=2)[N:3]=1.[NH2:20][C:21]1[N:22]=[C:23]([CH3:26])[S:24][CH:25]=1, predict the reaction product. The product is: [Cl:1][C:2]1[CH:11]=[CH:10][C:9]2[C:4](=[C:5]([NH:20][C:21]3[N:22]=[C:23]([CH3:26])[S:24][CH:25]=3)[N:6]=[CH:7][CH:8]=2)[N:3]=1. (9) The product is: [CH3:1][O:2][C:3]1[CH:4]=[C:5]2[C:9](=[CH:10][C:11]=1[N+:12]([O-:14])=[O:13])[N:8]([C:18](=[O:19])[C@@H:17]1[CH2:21][CH2:22][CH2:23][N:16]1[CH3:15])[CH2:7][CH2:6]2. Given the reactants [CH3:1][O:2][C:3]1[CH:4]=[C:5]2[C:9](=[CH:10][C:11]=1[N+:12]([O-:14])=[O:13])[NH:8][CH2:7][CH2:6]2.[CH3:15][N:16]1[CH2:23][CH2:22][CH2:21][C@H:17]1[C:18](O)=[O:19].CN(C(ON1N=NC2C=CC=NC1=2)=[N+](C)C)C.F[P-](F)(F)(F)(F)F.CCN(C(C)C)C(C)C, predict the reaction product.